From a dataset of Reaction yield outcomes from USPTO patents with 853,638 reactions. Predict the reaction yield, written as a fraction of the theoretical maximum amount of product (1.0 means a 100% yield; for example, 0.34 means a 34% yield). (1) The reactants are Cl.[Cl:2][C:3]1[C:11]([CH3:12])=[N:10][C:9]2[N:5]([N:6]=[C:7]3[CH2:15][N:14]([C:16]([C:18]4[CH:23]=[CH:22][C:21]([F:24])=[CH:20][C:19]=4[O:25][CH:26]4[CH2:31][CH2:30][NH:29][CH2:28][CH2:27]4)=[O:17])[CH2:13][C:8]3=2)[C:4]=1[CH3:32].C(=O)([O-])[O-].[K+].[K+].Br[CH2:40][CH2:41][OH:42]. The catalyst is CN(C=O)C. The product is [Cl:2][C:3]1[C:11]([CH3:12])=[N:10][C:9]2[N:5]([N:6]=[C:7]3[CH2:15][N:14]([C:16]([C:18]4[CH:23]=[CH:22][C:21]([F:24])=[CH:20][C:19]=4[O:25][CH:26]4[CH2:31][CH2:30][N:29]([CH2:40][CH2:41][OH:42])[CH2:28][CH2:27]4)=[O:17])[CH2:13][C:8]3=2)[C:4]=1[CH3:32]. The yield is 0.470. (2) The reactants are [Br:1]Br.[Cl:3][C:4]1[CH:9]=[CH:8][C:7]([C:10]2[CH:15]=[CH:14][C:13]([Cl:16])=[CH:12][CH:11]=2)=[CH:6][C:5]=1[C:17](=[O:19])[CH3:18].[O-]S([O-])=O.[Na+].[Na+]. The catalyst is C(Cl)(Cl)Cl. The product is [Br:1][CH2:18][C:17]([C:5]1[CH:6]=[C:7]([C:10]2[CH:11]=[CH:12][C:13]([Cl:16])=[CH:14][CH:15]=2)[CH:8]=[CH:9][C:4]=1[Cl:3])=[O:19]. The yield is 0.580. (3) The reactants are [NH:1]1[CH:5]=[CH:4][C:3]([NH2:6])=[N:2]1.[O:7]1[C:11]2([CH2:16][CH2:15][C:14](=O)[CH2:13][CH2:12]2)[O:10][CH2:9][CH2:8]1.[BH4-].[Na+].Cl. The catalyst is CO.[OH-].[Na+]. The product is [O:7]1[C:11]2([CH2:16][CH2:15][CH:14]([NH:6][C:3]3[NH:2][N:1]=[CH:5][CH:4]=3)[CH2:13][CH2:12]2)[O:10][CH2:9][CH2:8]1. The yield is 0.640. (4) The reactants are [Br:1][C:2]1[S:6][C:5]([S:7](Cl)(=[O:9])=[O:8])=[CH:4][CH:3]=1.[CH3:11][NH:12][CH3:13].O.C(OCC)(=O)C. The catalyst is O1CCCC1. The product is [Br:1][C:2]1[S:6][C:5]([S:7]([N:12]([CH3:13])[CH3:11])(=[O:9])=[O:8])=[CH:4][CH:3]=1. The yield is 0.970. (5) The reactants are [NH2:1][C:2]1([C:11]([OH:13])=[O:12])[CH2:10][C:9]2[C:4](=[CH:5][CH:6]=[CH:7][CH:8]=2)[CH2:3]1.[OH-].[Na+].Cl[C:17]([O:19][CH3:20])=[O:18]. The catalyst is C(Cl)Cl.Cl. The product is [CH3:20][O:19][C:17]([NH:1][C:2]1([C:11]([OH:13])=[O:12])[CH2:3][C:4]2[C:9](=[CH:8][CH:7]=[CH:6][CH:5]=2)[CH2:10]1)=[O:18]. The yield is 0.920.